Dataset: Forward reaction prediction with 1.9M reactions from USPTO patents (1976-2016). Task: Predict the product of the given reaction. (1) Given the reactants [NH2:1][C:2]1[N:7]=[C:6]([N:8]([CH3:15])[C:9]2[CH:14]=[CH:13][CH:12]=[CH:11][CH:10]=2)[N:5]=[C:4]([C:16]2[N:20]=[C:19]([CH:21]3[CH2:26][CH2:25][CH:24]([OH:27])[CH2:23][CH2:22]3)[O:18][N:17]=2)[N:3]=1.[C:28]1(O)[CH:33]=[CH:32][CH:31]=[CH:30][CH:29]=1.C1(P(C2C=CC=CC=2)C2C=CC=CC=2)C=CC=CC=1.C(OC(N=NC(OC(C)(C)C)=O)=O)(C)(C)C, predict the reaction product. The product is: [CH3:15][N:8]([C:9]1[CH:14]=[CH:13][CH:12]=[CH:11][CH:10]=1)[C:6]1[N:7]=[C:2]([NH2:1])[N:3]=[C:4]([C:16]2[N:20]=[C:19]([CH:21]3[CH2:26][CH2:25][CH:24]([O:27][C:28]4[CH:33]=[CH:32][CH:31]=[CH:30][CH:29]=4)[CH2:23][CH2:22]3)[O:18][N:17]=2)[N:5]=1. (2) Given the reactants C([O:8][C@H:9]1[C@H:13]([O:14]CC2C=CC=CC=2)[C@@H:12]([CH2:22][C:23]([NH:25][CH3:26])=[O:24])[N:11]([C:27]([O:29][C:30]([CH3:33])([CH3:32])[CH3:31])=[O:28])[C@@H:10]1[CH2:34][O:35]CC1C=CC=CC=1)C1C=CC=CC=1, predict the reaction product. The product is: [OH:8][C@H:9]1[C@H:13]([OH:14])[C@@H:12]([CH2:22][C:23]([NH:25][CH3:26])=[O:24])[N:11]([C:27]([O:29][C:30]([CH3:31])([CH3:32])[CH3:33])=[O:28])[C@@H:10]1[CH2:34][OH:35].